Dataset: Full USPTO retrosynthesis dataset with 1.9M reactions from patents (1976-2016). Task: Predict the reactants needed to synthesize the given product. (1) Given the product [CH3:24][O:23][C:20]1[CH:19]=[C:18]2[C:17]([C:10]([CH2:9][C:7]3[N:8]=[C:3]([C:1]#[N:2])[CH:4]=[CH:5][CH:6]=3)=[C:11]([C:13]3([CH3:16])[CH2:15][CH2:14]3)[NH:25]2)=[CH:22][CH:21]=1, predict the reactants needed to synthesize it. The reactants are: [C:1]([C:3]1[N:8]=[C:7]([CH2:9][CH:10]([C:17]2[CH:22]=[CH:21][C:20]([O:23][CH3:24])=[CH:19][C:18]=2[NH:25]C(=O)OC(C)(C)C)[C:11]([C:13]2([CH3:16])[CH2:15][CH2:14]2)=O)[CH:6]=[CH:5][CH:4]=1)#[N:2].FC(F)(F)C(O)=O. (2) Given the product [O:12]([C:13]1[CH:18]=[C:17]([CH2:19][OH:20])[CH:16]=[CH:15][C:14]=1[CH2:24][C:25]1[CH:26]=[CH:27][C:28]([O:31][CH3:32])=[CH:29][CH:30]=1)[C@@H:11]1[O:33][C@H:34]([C@H:55]([CH3:65])[OH:56])[C@@H:35]([OH:46])[C@H:36]([OH:37])[C@H:10]1[OH:9], predict the reactants needed to synthesize it. The reactants are: C([O:9][C@@H:10]1[C@@H:36]([O:37]C(=O)C2C=CC=CC=2)[C@H:35]([O:46]C(=O)C2C=CC=CC=2)[C@@H:34]([C@H:55]([CH3:65])[O:56]C(=O)C2C=CC=CC=2)[O:33][C@H:11]1[O:12][C:13]1[CH:18]=[C:17]([CH2:19][O:20]C(=O)C)[CH:16]=[CH:15][C:14]=1[CH2:24][C:25]1[CH:30]=[CH:29][C:28]([O:31][CH3:32])=[CH:27][CH:26]=1)(=O)C1C=CC=CC=1.C[O-].[Na+].O1CCCC1.C(O)(=O)C. (3) The reactants are: [OH:1][C:2]1[CH:11]=[CH:10][C:9]([C:12](=[O:14])[CH3:13])=[CH:8][C:3]=1[C:4]([O:6][CH3:7])=[O:5].[C:15](=O)([O-])[O-].[Cs+].[Cs+]. Given the product [CH3:15][O:1][C:2]1[CH:11]=[CH:10][C:9]([C:12](=[O:14])[CH3:13])=[CH:8][C:3]=1[C:4]([O:6][CH3:7])=[O:5], predict the reactants needed to synthesize it. (4) Given the product [CH2:23]([C:20]1[CH:19]=[CH:18][C:17]([C:10]2[CH:11]=[CH:12][C:13]([C:2]3[Se:3][CH:4]=[CH:5][CH:6]=3)=[C:8]([F:7])[CH:9]=2)=[CH:22][CH:21]=1)[CH3:24], predict the reactants needed to synthesize it. The reactants are: Br[C:2]1[Se:3][CH:4]=[CH:5][CH:6]=1.[F:7][C:8]1[CH:9]=[C:10]([C:17]2[CH:22]=[CH:21][C:20]([CH2:23][CH3:24])=[CH:19][CH:18]=2)[CH:11]=[CH:12][C:13]=1B(O)O.C(=O)([O-])[O-].[Na+].[Na+]. (5) Given the product [C:2]([CH2:3][C:4]1[CH:5]=[CH:6][CH:7]=[CH:8][C:9]=1[C:1]([OH:12])=[O:22])#[N:10], predict the reactants needed to synthesize it. The reactants are: [C:1]1(=[O:12])[C:9]2[C:4](=[CH:5][CH:6]=[CH:7][CH:8]=2)[CH2:3][C:2]1=[N:10]O.[OH-].[Na+].C1(C)C=CC(S(Cl)(=O)=[O:22])=CC=1. (6) The reactants are: [CH3:1][O:2][CH2:3][C:4]([NH:6][C:7]1[CH:12]=[C:11]([O:13][C:14]2[CH:19]=[CH:18][C:17]([N+:20]([O-:22])=[O:21])=[C:16]([S:23][CH3:24])[CH:15]=2)[CH:10]=[CH:9][N:8]=1)=[O:5].OOS([O-])=O.[K+].[OH2:31].C[OH:33]. Given the product [CH3:1][O:2][CH2:3][C:4]([NH:6][C:7]1[CH:12]=[C:11]([O:13][C:14]2[CH:19]=[CH:18][C:17]([N+:20]([O-:22])=[O:21])=[C:16]([S:23]([CH3:24])(=[O:33])=[O:31])[CH:15]=2)[CH:10]=[CH:9][N:8]=1)=[O:5], predict the reactants needed to synthesize it. (7) Given the product [Br:8][C:3]1[CH:4]=[CH:5][CH:6]=[CH:7][C:2]=1[N:13]1[CH2:14][CH2:15][N:10]([CH3:9])[CH2:11][CH2:12]1, predict the reactants needed to synthesize it. The reactants are: Br[C:2]1[CH:7]=[CH:6][CH:5]=[CH:4][C:3]=1[Br:8].[CH3:9][N:10]1[CH2:15][CH2:14][NH:13][CH2:12][CH2:11]1. (8) Given the product [BrH:19].[Br:19][CH2:20][C:21]([NH:17][CH2:16][CH2:15][CH2:14][N:13]([CH:11]([CH3:12])[CH2:10][CH2:9][C:4]1[CH:5]=[CH:6][C:7]([Cl:8])=[C:2]([Cl:1])[CH:3]=1)[CH3:18])=[O:22], predict the reactants needed to synthesize it. The reactants are: [Cl:1][C:2]1[CH:3]=[C:4]([CH2:9][CH2:10][CH:11]([N:13]([CH3:18])[CH2:14][CH2:15][CH2:16][NH2:17])[CH3:12])[CH:5]=[CH:6][C:7]=1[Cl:8].[Br:19][CH2:20][C:21](Br)=[O:22].